Dataset: Catalyst prediction with 721,799 reactions and 888 catalyst types from USPTO. Task: Predict which catalyst facilitates the given reaction. Reactant: [CH2:1]([O:3][C:4](=[O:33])[CH2:5][N:6]([CH:14]1[CH2:19][CH2:18][N:17]([CH:20]2[CH2:25][CH2:24][N:23](CC3C=CC=CC=3)[CH2:22][CH2:21]2)[CH2:16][CH2:15]1)[C:7]([O:9][C:10]([CH3:13])([CH3:12])[CH3:11])=[O:8])[CH3:2].[H][H]. Product: [CH2:1]([O:3][C:4](=[O:33])[CH2:5][N:6]([CH:14]1[CH2:19][CH2:18][N:17]([CH:20]2[CH2:21][CH2:22][NH:23][CH2:24][CH2:25]2)[CH2:16][CH2:15]1)[C:7]([O:9][C:10]([CH3:13])([CH3:11])[CH3:12])=[O:8])[CH3:2]. The catalyst class is: 50.